From a dataset of Peptide-MHC class I binding affinity with 185,985 pairs from IEDB/IMGT. Regression. Given a peptide amino acid sequence and an MHC pseudo amino acid sequence, predict their binding affinity value. This is MHC class I binding data. (1) The peptide sequence is HFIDERGESII. The MHC is HLA-A24:02 with pseudo-sequence HLA-A24:02. The binding affinity (normalized) is 0. (2) The peptide sequence is FLFLAWIML. The MHC is HLA-A02:06 with pseudo-sequence HLA-A02:06. The binding affinity (normalized) is 0.667.